This data is from Reaction yield outcomes from USPTO patents with 853,638 reactions. The task is: Predict the reaction yield, written as a fraction of the theoretical maximum amount of product (1.0 means a 100% yield; for example, 0.34 means a 34% yield). (1) The reactants are Br[C:2]1[CH:6]=[C:5]([C:7]#[C:8][C:9]([CH3:12])([CH3:11])[CH3:10])[S:4][C:3]=1[C:13]([O:15][CH3:16])=[O:14].C([O-])([O-])=O.[Cs+].[Cs+].C1C=CC(P(C2C(C3C(P(C4C=CC=CC=4)C4C=CC=CC=4)=CC=C4C=3C=CC=C4)=C3C(C=CC=C3)=CC=2)C2C=CC=CC=2)=CC=1.[NH2:69][CH:70]([CH2:74][O:75][CH3:76])[CH2:71][O:72][CH3:73]. The catalyst is O1CCOCC1.C1C=CC(/C=C/C(/C=C/C2C=CC=CC=2)=O)=CC=1.C1C=CC(/C=C/C(/C=C/C2C=CC=CC=2)=O)=CC=1.C1C=CC(/C=C/C(/C=C/C2C=CC=CC=2)=O)=CC=1.[Pd].[Pd].CCOC(C)=O. The product is [CH3:73][O:72][CH2:71][CH:70]([NH:69][C:2]1[CH:6]=[C:5]([C:7]#[C:8][C:9]([CH3:12])([CH3:11])[CH3:10])[S:4][C:3]=1[C:13]([O:15][CH3:16])=[O:14])[CH2:74][O:75][CH3:76]. The yield is 0.363. (2) The reactants are [CH3:1][C:2]1[N:3]([CH2:7][CH2:8][O:9][C:10]2[CH:15]=[CH:14][C:13]([N:16]3[C:21](=[O:22])[CH:20]=[CH:19][C:18]4[C:23]([C:31]5[CH:36]=[CH:35][CH:34]=[CH:33][CH:32]=5)=[C:24](C(OCC)=O)[S:25][C:17]3=4)=[CH:12][CH:11]=2)[CH:4]=[CH:5][N:6]=1.Cl. The catalyst is O1CCOCC1.[OH-].[Na+]. The product is [CH3:1][C:2]1[N:3]([CH2:7][CH2:8][O:9][C:10]2[CH:11]=[CH:12][C:13]([N:16]3[C:21](=[O:22])[CH:20]=[CH:19][C:18]4[C:23]([C:31]5[CH:32]=[CH:33][CH:34]=[CH:35][CH:36]=5)=[CH:24][S:25][C:17]3=4)=[CH:14][CH:15]=2)[CH:4]=[CH:5][N:6]=1. The yield is 0.620. (3) The reactants are Br[C:2]1[CH:24]=[CH:23][CH:22]=[CH:21][C:3]=1[CH2:4][N:5]1[C:14]2[C:9](=[N:10][CH:11]=[CH:12][CH:13]=2)[C:8](=[O:15])[C:7]([C:16]([O:18][CH2:19][CH3:20])=[O:17])=[CH:6]1.[F:25][C:26]([F:37])([F:36])[C:27]1[CH:32]=[CH:31][C:30](B(O)O)=[CH:29][CH:28]=1.C1(P(C2CCCCC2)C2C=CC=CC=2C2C(OC)=CC=CC=2OC)CCCCC1.P([O-])([O-])([O-])=O.[K+].[K+].[K+]. The catalyst is [Cl-].[Na+].O.C([O-])(=O)C.[Pd+2].C([O-])(=O)C.O.C1(C)C=CC=CC=1. The product is [O:15]=[C:8]1[C:9]2[C:14](=[CH:13][CH:12]=[CH:11][N:10]=2)[N:5]([CH2:4][C:3]2[CH:21]=[CH:22][CH:23]=[CH:24][C:2]=2[C:30]2[CH:31]=[CH:32][C:27]([C:26]([F:37])([F:36])[F:25])=[CH:28][CH:29]=2)[CH:6]=[C:7]1[C:16]([O:18][CH2:19][CH3:20])=[O:17]. The yield is 0.0760. (4) The reactants are Br[C:2]1[CH:3]=[C:4]2[C:8](=[CH:9][CH:10]=1)[N:7]([CH3:11])[C:6](=[O:12])[C:5]2([CH3:14])[CH3:13].[CH3:15][C:16]1([CH3:32])[C:20]([CH3:22])([CH3:21])[O:19][B:18]([B:18]2[O:19][C:20]([CH3:22])([CH3:21])[C:16]([CH3:32])([CH3:15])[O:17]2)[O:17]1.C([O-])(=O)C.[K+]. The catalyst is O1CCOCC1. The product is [CH3:11][N:7]1[C:8]2[C:4](=[CH:3][C:2]([B:18]3[O:19][C:20]([CH3:22])([CH3:21])[C:16]([CH3:32])([CH3:15])[O:17]3)=[CH:10][CH:9]=2)[C:5]([CH3:14])([CH3:13])[C:6]1=[O:12]. The yield is 0.790. (5) The reactants are [CH2:1]([O:23][C:24]1[CH:60]=[CH:59][C:27]([C:28]([C:30]2[CH:35]=[CH:34][C:33]([O:36][CH2:37][CH2:38][CH2:39][CH2:40][CH2:41][CH2:42][CH2:43][CH2:44][CH2:45][CH2:46][CH2:47][CH2:48][CH2:49][CH2:50][CH2:51][CH2:52][CH2:53][CH2:54][CH2:55][CH2:56][CH2:57][CH3:58])=[CH:32][CH:31]=2)=[O:29])=[CH:26][CH:25]=1)[CH2:2][CH2:3][CH2:4][CH2:5][CH2:6][CH2:7][CH2:8][CH2:9][CH2:10][CH2:11][CH2:12][CH2:13][CH2:14][CH2:15][CH2:16][CH2:17][CH2:18][CH2:19][CH2:20][CH2:21][CH3:22].C1COCC1.[BH4-].[Na+].Cl. The catalyst is CO. The product is [CH2:1]([O:23][C:24]1[CH:25]=[CH:26][C:27]([CH:28]([OH:29])[C:30]2[CH:35]=[CH:34][C:33]([O:36][CH2:37][CH2:38][CH2:39][CH2:40][CH2:41][CH2:42][CH2:43][CH2:44][CH2:45][CH2:46][CH2:47][CH2:48][CH2:49][CH2:50][CH2:51][CH2:52][CH2:53][CH2:54][CH2:55][CH2:56][CH2:57][CH3:58])=[CH:32][CH:31]=2)=[CH:59][CH:60]=1)[CH2:2][CH2:3][CH2:4][CH2:5][CH2:6][CH2:7][CH2:8][CH2:9][CH2:10][CH2:11][CH2:12][CH2:13][CH2:14][CH2:15][CH2:16][CH2:17][CH2:18][CH2:19][CH2:20][CH2:21][CH3:22]. The yield is 0.990.